From a dataset of Catalyst prediction with 721,799 reactions and 888 catalyst types from USPTO. Predict which catalyst facilitates the given reaction. (1) Reactant: [CH3:1][C@H:2]1[CH2:7][CH2:6][CH2:5][C@H:4]([CH3:8])[C:3]1=[N:9]O.C(=O)([O-])[O-:12]. Product: [CH3:1][C@H:2]1[CH2:7][CH2:6][CH2:5][C@H:4]([CH3:8])[NH:9][C:3]1=[O:12]. The catalyst class is: 113. (2) Reactant: C([O:8][C:9]1[C:10]([O:36][CH3:37])=[N:11][C:12]2[C:17]([C:18]=1[Cl:19])=[CH:16][C:15]([C:20]([C:28]1[C:29]([CH3:35])=[N:30][C:31]([CH3:34])=[CH:32][CH:33]=1)([C:22]1[N:26]([CH3:27])[N:25]=[N:24][CH:23]=1)[OH:21])=[CH:14][CH:13]=2)C1C=CC=CC=1. Product: [Cl:19][C:18]1[C:17]2[C:12](=[CH:13][CH:14]=[C:15]([C:20]([C:28]3[C:29]([CH3:35])=[N:30][C:31]([CH3:34])=[CH:32][CH:33]=3)([OH:21])[C:22]3[N:26]([CH3:27])[N:25]=[N:24][CH:23]=3)[CH:16]=2)[N:11]=[C:10]([O:36][CH3:37])[C:9]=1[OH:8]. The catalyst class is: 19. (3) Reactant: O1[C:5]2([CH2:10][CH2:9][CH:8]([N:11]3[CH2:16][CH2:15][C:14]([F:18])([F:17])[CH2:13][CH2:12]3)[CH2:7][CH2:6]2)[O:4]CC1.[OH-].[Na+]. Product: [F:18][C:14]1([F:17])[CH2:15][CH2:16][N:11]([CH:8]2[CH2:7][CH2:6][C:5](=[O:4])[CH2:10][CH2:9]2)[CH2:12][CH2:13]1. The catalyst class is: 33. (4) Reactant: Cl.Cl.[CH:3]12[NH:10][CH:7]([CH2:8][CH2:9]1)[CH2:6][CH:5]([NH:11][C:12]([N:14]1[CH2:18][CH2:17][C@@H:16]([NH:19][C:20]3[CH:25]=[CH:24][C:23]([C:26]#[N:27])=[CH:22][N:21]=3)[CH2:15]1)=[O:13])[CH2:4]2.CCN(C(C)C)C(C)C.[Si]([N:41]=[C:42]=[O:43])(C)(C)C. Product: [C:26]([C:23]1[CH:24]=[CH:25][C:20]([NH:19][C@@H:16]2[CH2:17][CH2:18][N:14]([C:12]([NH:11][CH:5]3[CH2:6][CH:7]4[N:10]([C:42]([NH2:41])=[O:43])[CH:3]([CH2:9][CH2:8]4)[CH2:4]3)=[O:13])[CH2:15]2)=[N:21][CH:22]=1)#[N:27]. The catalyst class is: 2. (5) Product: [C:19]([CH2:8][CH2:7][C@H:5]1[CH2:4][C@H:3]([C:14]([O:16][CH2:17][CH3:18])=[O:15])[C@H:2]([CH3:1])[CH2:6]1)#[N:20]. The catalyst class is: 3. Reactant: [CH3:1][C@@H:2]1[CH2:6][C@@H:5]([CH2:7][CH2:8]OS(C)(=O)=O)[CH2:4][C@@H:3]1[C:14]([O:16][CH2:17][CH3:18])=[O:15].[C-:19]#[N:20].[Na+].C1CCCCC1.O.